Dataset: Peptide-MHC class I binding affinity with 185,985 pairs from IEDB/IMGT. Task: Regression. Given a peptide amino acid sequence and an MHC pseudo amino acid sequence, predict their binding affinity value. This is MHC class I binding data. (1) The peptide sequence is MRHNSREPY. The MHC is HLA-A23:01 with pseudo-sequence HLA-A23:01. The binding affinity (normalized) is 0.0847. (2) The peptide sequence is FKRKGGIGGY. The MHC is HLA-A24:02 with pseudo-sequence HLA-A24:02. The binding affinity (normalized) is 0. (3) The peptide sequence is WAIQCYTGV. The MHC is HLA-A02:16 with pseudo-sequence HLA-A02:16. The binding affinity (normalized) is 0.0847. (4) The binding affinity (normalized) is 0.0847. The MHC is HLA-A31:01 with pseudo-sequence HLA-A31:01. The peptide sequence is NSDYMMWVG. (5) The peptide sequence is TEGEGRVIL. The MHC is HLA-A02:03 with pseudo-sequence HLA-A02:03. The binding affinity (normalized) is 0.0847. (6) The peptide sequence is YEPEMQAQV. The MHC is HLA-B18:01 with pseudo-sequence HLA-B18:01. The binding affinity (normalized) is 0.0847. (7) The peptide sequence is GSKYRGLPK. The MHC is HLA-B27:03 with pseudo-sequence HLA-B27:03. The binding affinity (normalized) is 0.0847.